From a dataset of Full USPTO retrosynthesis dataset with 1.9M reactions from patents (1976-2016). Predict the reactants needed to synthesize the given product. (1) Given the product [C:1]([O:5][C:6]([N:8]1[CH2:13][CH2:12][C@@H:11]([O:14][C:66](=[O:67])[C:65]2[CH:64]=[CH:63][C:62]([N+:59]([O-:61])=[O:60])=[CH:70][CH:69]=2)[C@H:10]([CH2:15][O:16][C:17]2[N:18]=[N:19][C:20]([CH2:36][CH2:37][CH2:38][CH3:39])=[C:21]([C:23]3[CH:24]=[CH:25][C:26]([O:29][CH:30]4[CH2:35][CH2:34][CH2:33][CH2:32][CH2:31]4)=[CH:27][CH:28]=3)[CH:22]=2)[CH2:9]1)=[O:7])([CH3:4])([CH3:3])[CH3:2], predict the reactants needed to synthesize it. The reactants are: [C:1]([O:5][C:6]([N:8]1[CH2:13][CH2:12][C@H:11]([OH:14])[C@H:10]([CH2:15][O:16][C:17]2[N:18]=[N:19][C:20]([CH2:36][CH2:37][CH2:38][CH3:39])=[C:21]([C:23]3[CH:28]=[CH:27][C:26]([O:29][CH:30]4[CH2:35][CH2:34][CH2:33][CH2:32][CH2:31]4)=[CH:25][CH:24]=3)[CH:22]=2)[CH2:9]1)=[O:7])([CH3:4])([CH3:3])[CH3:2].C1C=CC(P(C2C=CC=CC=2)C2C=CC=CC=2)=CC=1.[N+:59]([C:62]1[CH:70]=[CH:69][C:65]([C:66](O)=[O:67])=[CH:64][CH:63]=1)([O-:61])=[O:60].CC(OC(/N=N/C(OC(C)C)=O)=O)C. (2) Given the product [CH:25](=[C:7]1[CH2:6][CH2:5][C:4]2[C:3]3[C:11](=[CH:12][CH:13]=[C:14]([Cl:15])[C:2]=3[Cl:1])[NH:10][C:9]=2[C:8]1=[O:16])[C:19]1[CH:24]=[CH:23][CH:22]=[CH:21][CH:20]=1, predict the reactants needed to synthesize it. The reactants are: [Cl:1][C:2]1[C:14]([Cl:15])=[CH:13][CH:12]=[C:11]2[C:3]=1[C:4]1[CH2:5][CH2:6][CH2:7][C:8](=[O:16])[C:9]=1[NH:10]2.[OH-].[K+].[C:19]1([CH:25]=O)[CH:24]=[CH:23][CH:22]=[CH:21][CH:20]=1. (3) Given the product [CH2:1]([N:8]1[C:20]2[CH:19]=[C:18]3[CH2:21][CH2:22][CH2:23][CH2:24][C:17]3=[C:16]([O:25][CH2:30][C:31]([O:33][CH3:34])=[O:32])[C:15]=2[C:14]2[C:9]1=[CH:10][CH:11]=[CH:12][C:13]=2[C:26](=[O:27])[NH2:28])[C:2]1[CH:7]=[CH:6][CH:5]=[CH:4][CH:3]=1, predict the reactants needed to synthesize it. The reactants are: [CH2:1]([N:8]1[C:20]2[CH:19]=[C:18]3[CH2:21][CH2:22][CH2:23][CH2:24][C:17]3=[C:16]([OH:25])[C:15]=2[C:14]2[C:13]([C:26]([NH2:28])=[O:27])=[CH:12][CH:11]=[CH:10][C:9]1=2)[C:2]1[CH:7]=[CH:6][CH:5]=[CH:4][CH:3]=1.Br[CH2:30][C:31]([O:33][CH3:34])=[O:32].C(=O)([O-])[O-].[Cs+].[Cs+]. (4) Given the product [CH3:3][O:4][C:5]1[CH:17]=[C:16]([C:18]([C:20]2[N:28]3[C:23]([CH:24]=[CH:25][CH:26]=[CH:27]3)=[C:22]([O:29][CH3:30])[C:21]=2[CH3:31])=[O:19])[CH:15]=[CH:14][C:6]=1[NH:7][CH2:8][C:9]([OH:11])=[O:10], predict the reactants needed to synthesize it. The reactants are: [OH-].[Na+].[CH3:3][O:4][C:5]1[CH:17]=[C:16]([C:18]([C:20]2[N:28]3[C:23]([CH:24]=[CH:25][CH:26]=[CH:27]3)=[C:22]([O:29][CH3:30])[C:21]=2[CH3:31])=[O:19])[CH:15]=[CH:14][C:6]=1[NH:7][CH2:8][C:9]([O:11]CC)=[O:10]. (5) The reactants are: [CH3:1][C:2]1([C:5]2[O:9][N:8]=[C:7]([C:10]([O:12][CH2:13][CH3:14])=[O:11])[CH:6]=2)[CH2:4][CH2:3]1.[I:15]N1C(=O)CCC1=O. Given the product [CH2:13]([O:12][C:10]([C:7]1[C:6]([I:15])=[C:5]([C:2]2([CH3:1])[CH2:3][CH2:4]2)[O:9][N:8]=1)=[O:11])[CH3:14], predict the reactants needed to synthesize it.